Dataset: Full USPTO retrosynthesis dataset with 1.9M reactions from patents (1976-2016). Task: Predict the reactants needed to synthesize the given product. (1) Given the product [F:21][C:22]1[CH:29]=[CH:28][CH:27]=[CH:26][C:23]=1[CH2:24][N:4]1[CH2:5][CH2:6][CH2:7][N:1]([C:8]2[CH:9]=[CH:10][C:11]3[N:12]([C:14]([C:17]([F:18])([F:19])[F:20])=[N:15][N:16]=3)[N:13]=2)[CH2:2][CH2:3]1, predict the reactants needed to synthesize it. The reactants are: [N:1]1([C:8]2[CH:9]=[CH:10][C:11]3[N:12]([C:14]([C:17]([F:20])([F:19])[F:18])=[N:15][N:16]=3)[N:13]=2)[CH2:7][CH2:6][CH2:5][NH:4][CH2:3][CH2:2]1.[F:21][C:22]1[CH:29]=[CH:28][CH:27]=[CH:26][C:23]=1[CH:24]=O. (2) Given the product [C:24]([C:26]1[CH:27]=[C:28]([CH:32]=[CH:33][CH:34]=1)[C:29]([NH:1][C:2]1[C:3]([C:7]2[NH:23][C:10]3=[CH:11][C:12]4[C:13]([CH3:22])([CH3:21])[C:14](=[O:20])[N:15]([CH2:18][CH3:19])[C:16]=4[CH:17]=[C:9]3[N:8]=2)=[N:4][NH:5][CH:6]=1)=[O:30])#[N:25], predict the reactants needed to synthesize it. The reactants are: [NH2:1][C:2]1[C:3]([C:7]2[NH:23][C:10]3=[CH:11][C:12]4[C:13]([CH3:22])([CH3:21])[C:14](=[O:20])[N:15]([CH2:18][CH3:19])[C:16]=4[CH:17]=[C:9]3[N:8]=2)=[N:4][NH:5][CH:6]=1.[C:24]([C:26]1[CH:27]=[C:28]([CH:32]=[CH:33][CH:34]=1)[C:29](Cl)=[O:30])#[N:25]. (3) Given the product [CH3:1][O:2][C:3]([C:5]1[CH:9]=[C:8]([CH2:35][O:34][C:31](=[O:33])[CH3:32])[S:7][C:6]=1[NH:12][C:13](=[O:24])[C:14]1[CH:19]=[CH:18][C:17]([O:20][CH3:21])=[C:16]([O:22][CH3:23])[CH:15]=1)=[O:4], predict the reactants needed to synthesize it. The reactants are: [CH3:1][O:2][C:3]([C:5]1[C:9](C)=[C:8](O)[S:7][C:6]=1[NH:12][C:13](=[O:24])[C:14]1[CH:19]=[CH:18][C:17]([O:20][CH3:21])=[C:16]([O:22][CH3:23])[CH:15]=1)=[O:4].N1C=CC=CC=1.[C:31]([O:34][C:35](=O)C)(=[O:33])[CH3:32]. (4) Given the product [F:1][C:2]1[CH:7]=[CH:6][C:5]([CH:8]([CH3:16])[C:9]([O:11][CH3:12])=[O:10])=[C:4]([O:13][CH3:14])[CH:3]=1, predict the reactants needed to synthesize it. The reactants are: [F:1][C:2]1[CH:7]=[CH:6][C:5]([CH2:8][C:9]([O:11][CH3:12])=[O:10])=[C:4]([O:13][CH3:14])[CH:3]=1.[Li+].[CH3:16]C([N-]C(C)C)C.CI.